Dataset: Reaction yield outcomes from USPTO patents with 853,638 reactions. Task: Predict the reaction yield, written as a fraction of the theoretical maximum amount of product (1.0 means a 100% yield; for example, 0.34 means a 34% yield). (1) The reactants are [NH2:1][C:2]1[CH:7]=[CH:6][C:5]([I:8])=[CH:4][C:3]=1[S:9]([NH2:12])(=[O:11])=[O:10].Cl[C:14](=O)[CH2:15][C:16]([O:18]CC)=[O:17]. The catalyst is CN(C)C(=O)C.C(OCC)C.O. The product is [I:8][C:5]1[CH:6]=[CH:7][C:2]2[NH:1][C:14]([CH2:15][C:16]([OH:18])=[O:17])=[N:12][S:9](=[O:11])(=[O:10])[C:3]=2[CH:4]=1. The yield is 0.810. (2) The reactants are [CH3:1][O:2][C:3]1[CH:4]=[C:5]2[C:10](=[CH:11][CH:12]=1)[N:9]=[CH:8][CH:7]=[CH:6]2.N1C=CC=CC=1.[Br:19]Br. The catalyst is C(Cl)(Cl)(Cl)Cl. The product is [Br:19][C:4]1[C:3]([O:2][CH3:1])=[CH:12][CH:11]=[C:10]2[C:5]=1[CH:6]=[CH:7][CH:8]=[N:9]2. The yield is 0.360. (3) The product is [F:1][C:2]1[CH:17]=[CH:16][C:5]2[C:6]3[N:7]([CH:11]=[C:12]([I:14])[N:13]=3)[CH2:8][CH2:9][O:10][C:4]=2[CH:3]=1. The reactants are [F:1][C:2]1[CH:17]=[CH:16][C:5]2[C:6]3[N:7]([C:11](I)=[C:12]([I:14])[N:13]=3)[CH2:8][CH2:9][O:10][C:4]=2[CH:3]=1.O1CCCC1.C[Mg]Br. The yield is 0.880. The catalyst is CCOCC.[Cl-].[NH4+]. (4) The reactants are [F-].C([N+](CCCC)(CCCC)CCCC)CCC.[N:19]1[CH:24]=[C:23]([C:25]2[CH:32]=[CH:31][CH:30]=[CH:29][C:26]=2[CH:27]=[O:28])[CH:22]=[N:21][CH:20]=1.[F:33][C:34]([Si](C)(C)C)([F:36])[F:35].Cl. The product is [F:33][C:34]([F:36])([F:35])[CH:27]([C:26]1[CH:29]=[CH:30][CH:31]=[CH:32][C:25]=1[C:23]1[CH:24]=[N:19][CH:20]=[N:21][CH:22]=1)[OH:28]. The catalyst is C1COCC1. The yield is 0.840.